Dataset: NCI-60 drug combinations with 297,098 pairs across 59 cell lines. Task: Regression. Given two drug SMILES strings and cell line genomic features, predict the synergy score measuring deviation from expected non-interaction effect. (1) Drug 1: C1=CC(=CC=C1C#N)C(C2=CC=C(C=C2)C#N)N3C=NC=N3. Drug 2: C(=O)(N)NO. Cell line: T-47D. Synergy scores: CSS=-3.62, Synergy_ZIP=3.64, Synergy_Bliss=1.51, Synergy_Loewe=0.193, Synergy_HSA=-3.85. (2) Drug 1: CC1CCCC2(C(O2)CC(NC(=O)CC(C(C(=O)C(C1O)C)(C)C)O)C(=CC3=CSC(=N3)C)C)C. Drug 2: CC12CCC3C(C1CCC2OP(=O)(O)O)CCC4=C3C=CC(=C4)OC(=O)N(CCCl)CCCl.[Na+]. Cell line: 786-0. Synergy scores: CSS=49.0, Synergy_ZIP=1.79, Synergy_Bliss=-5.33, Synergy_Loewe=-26.4, Synergy_HSA=-2.98. (3) Drug 1: CC(C)(C#N)C1=CC(=CC(=C1)CN2C=NC=N2)C(C)(C)C#N. Drug 2: C1CC(=O)NC(=O)C1N2C(=O)C3=CC=CC=C3C2=O. Cell line: U251. Synergy scores: CSS=-2.53, Synergy_ZIP=1.36, Synergy_Bliss=1.45, Synergy_Loewe=-0.140, Synergy_HSA=-1.00. (4) Drug 1: CC=C1C(=O)NC(C(=O)OC2CC(=O)NC(C(=O)NC(CSSCCC=C2)C(=O)N1)C(C)C)C(C)C. Drug 2: CN(CCCl)CCCl.Cl. Cell line: HOP-92. Synergy scores: CSS=73.8, Synergy_ZIP=6.09, Synergy_Bliss=5.51, Synergy_Loewe=-13.4, Synergy_HSA=9.32. (5) Drug 1: C1=NC(=NC(=O)N1C2C(C(C(O2)CO)O)O)N. Drug 2: B(C(CC(C)C)NC(=O)C(CC1=CC=CC=C1)NC(=O)C2=NC=CN=C2)(O)O. Cell line: SK-OV-3. Synergy scores: CSS=17.3, Synergy_ZIP=-11.7, Synergy_Bliss=-8.22, Synergy_Loewe=-23.1, Synergy_HSA=-9.85. (6) Drug 2: C(CCl)NC(=O)N(CCCl)N=O. Cell line: HOP-92. Synergy scores: CSS=18.5, Synergy_ZIP=-6.70, Synergy_Bliss=-3.57, Synergy_Loewe=-2.08, Synergy_HSA=-1.71. Drug 1: CC(CN1CC(=O)NC(=O)C1)N2CC(=O)NC(=O)C2. (7) Drug 1: C1C(C(OC1N2C=NC3=C2NC=NCC3O)CO)O. Drug 2: CC12CCC3C(C1CCC2OP(=O)(O)O)CCC4=C3C=CC(=C4)OC(=O)N(CCCl)CCCl.[Na+]. Cell line: SK-MEL-5. Synergy scores: CSS=-7.85, Synergy_ZIP=6.75, Synergy_Bliss=7.34, Synergy_Loewe=-4.28, Synergy_HSA=-3.11. (8) Drug 1: C1=NC2=C(N1)C(=S)N=C(N2)N. Drug 2: C1CN(CCN1C(=O)CCBr)C(=O)CCBr. Cell line: TK-10. Synergy scores: CSS=7.72, Synergy_ZIP=-7.25, Synergy_Bliss=-1.27, Synergy_Loewe=-11.0, Synergy_HSA=-6.30.